Dataset: Full USPTO retrosynthesis dataset with 1.9M reactions from patents (1976-2016). Task: Predict the reactants needed to synthesize the given product. (1) Given the product [F:1][C:2]1[CH:15]=[CH:14][C:5]([O:6][C:7]2[CH:12]=[CH:11][C:10]([B:16]3[O:20][C:19]([CH3:22])([CH3:21])[C:18]([CH3:24])([CH3:23])[O:17]3)=[CH:9][N:8]=2)=[CH:4][CH:3]=1, predict the reactants needed to synthesize it. The reactants are: [F:1][C:2]1[CH:15]=[CH:14][C:5]([O:6][C:7]2[CH:12]=[CH:11][C:10](I)=[CH:9][N:8]=2)=[CH:4][CH:3]=1.[B:16]1([B:16]2[O:20][C:19]([CH3:22])([CH3:21])[C:18]([CH3:24])([CH3:23])[O:17]2)[O:20][C:19]([CH3:22])([CH3:21])[C:18]([CH3:24])([CH3:23])[O:17]1.CC([O-])=O.[K+]. (2) Given the product [F:15][C:16]1[CH:17]=[C:18]2[C:22](=[CH:23][CH:24]=1)[NH:21][C:20](=[O:25])[C:19]2=[CH:9][C:8]1[CH:11]=[C:4]([CH:1]([CH3:3])[CH3:2])[C:5]([O:13][CH3:14])=[CH:6][C:7]=1[CH3:12], predict the reactants needed to synthesize it. The reactants are: [CH:1]([C:4]1[C:5]([O:13][CH3:14])=[CH:6][C:7]([CH3:12])=[C:8]([CH:11]=1)[CH:9]=O)([CH3:3])[CH3:2].[F:15][C:16]1[CH:17]=[C:18]2[C:22](=[CH:23][CH:24]=1)[NH:21][C:20](=[O:25])[CH2:19]2. (3) Given the product [Cl:11][C:12]1[CH:13]=[C:14]([S:19]([NH:22][C:6]2[C:5]([O:9][CH3:10])=[CH:4][N:3]=[C:2]([Cl:1])[N:7]=2)(=[O:20])=[O:21])[CH:15]=[CH:16][C:17]=1[Cl:18], predict the reactants needed to synthesize it. The reactants are: [Cl:1][C:2]1[N:7]=[C:6](Cl)[C:5]([O:9][CH3:10])=[CH:4][N:3]=1.[Cl:11][C:12]1[CH:13]=[C:14]([S:19]([NH2:22])(=[O:21])=[O:20])[CH:15]=[CH:16][C:17]=1[Cl:18]. (4) Given the product [Br:13][C:14]1[CH:19]=[CH:18][C:17]2[NH:20][C:1](=[O:2])[NH:21][C:16]=2[CH:15]=1, predict the reactants needed to synthesize it. The reactants are: [C:1](N1C=CN=C1)(N1C=CN=C1)=[O:2].[Br:13][C:14]1[CH:19]=[CH:18][C:17]([NH2:20])=[C:16]([NH2:21])[CH:15]=1.CO.O.